From a dataset of Reaction yield outcomes from USPTO patents with 853,638 reactions. Predict the reaction yield, written as a fraction of the theoretical maximum amount of product (1.0 means a 100% yield; for example, 0.34 means a 34% yield). (1) The reactants are C[O:2][C:3](=[O:21])[CH2:4][CH2:5][C:6]1[CH:11]=[CH:10][C:9]([O:12][C:13]2[CH:18]=[CH:17][CH:16]=[C:15](Br)[CH:14]=2)=[CH:8][C:7]=1[CH3:20].[CH2:22]([C:29]1[CH:34]=[C:33]([Cl:35])[CH:32]=[CH:31][C:30]=1[OH:36])[C:23]1[CH:28]=[CH:27][CH:26]=[CH:25][CH:24]=1.CC(C)(C(=O)CC(=O)C(C)(C)C)C.C(=O)([O-])[O-].[Cs+].[Cs+].[OH-].[Na+]. The catalyst is CN1C(=O)CCC1.CO.[Cu]Cl. The product is [CH2:22]([C:29]1[CH:34]=[C:33]([Cl:35])[CH:32]=[CH:31][C:30]=1[O:36][C:15]1[CH:14]=[C:13]([CH:18]=[CH:17][CH:16]=1)[O:12][C:9]1[CH:10]=[CH:11][C:6]([CH2:5][CH2:4][C:3]([OH:2])=[O:21])=[C:7]([CH3:20])[CH:8]=1)[C:23]1[CH:24]=[CH:25][CH:26]=[CH:27][CH:28]=1. The yield is 0.470. (2) The product is [CH2:1]([O:3][C:4]([C:6]1[N:7]([CH2:27][C:26]([F:37])([F:36])[F:25])[C:8]2[C:13]([CH:14]=1)=[CH:12][C:11]([O:15][CH2:16][C:17]1[CH:22]=[CH:21][CH:20]=[CH:19][CH:18]=1)=[CH:10][CH:9]=2)=[O:5])[CH3:2]. The catalyst is CN(C)C=O. The reactants are [CH2:1]([O:3][C:4]([C:6]1[NH:7][C:8]2[C:13]([CH:14]=1)=[CH:12][C:11]([O:15][CH2:16][C:17]1[CH:22]=[CH:21][CH:20]=[CH:19][CH:18]=1)=[CH:10][CH:9]=2)=[O:5])[CH3:2].[H-].[Na+].[F:25][C:26]([F:37])([F:36])[CH2:27]OS(C(F)(F)F)(=O)=O. The yield is 0.660. (3) The reactants are C(OC1N=NC(C#CC2C=CC(C(F)(F)F)=CN=2)=CC=1OCC1C=CC=CC=1)C1C=CC=CC=1.[CH2:35]([O:42][C:43]1[N:44]=[N:45][C:46]([C:57]#[CH:58])=[CH:47][C:48]=1[O:49][CH2:50][C:51]1[CH:56]=[CH:55][CH:54]=[CH:53][CH:52]=1)[C:36]1[CH:41]=[CH:40][CH:39]=[CH:38][CH:37]=1.[Cl:59][C:60]1[CH:65]=[CH:64][CH:63]=[CH:62][C:61]=1I. No catalyst specified. The product is [CH2:35]([O:42][C:43]1[N:44]=[N:45][C:46]([C:57]#[C:58][C:61]2[CH:62]=[CH:63][CH:64]=[CH:65][C:60]=2[Cl:59])=[CH:47][C:48]=1[O:49][CH2:50][C:51]1[CH:56]=[CH:55][CH:54]=[CH:53][CH:52]=1)[C:36]1[CH:37]=[CH:38][CH:39]=[CH:40][CH:41]=1. The yield is 0.590. (4) The reactants are [CH:1]([C:3]1[CH:4]=[C:5]([CH:10]=[CH:11][C:12]=1[OH:13])[C:6]([O:8][CH3:9])=[O:7])=[O:2].Cl.Cl[CH2:16][CH2:17][N:18]1[CH2:23][CH2:22][O:21][CH2:20][CH2:19]1.C([O-])([O-])=O.[K+].[K+].C(OCC)(=O)C. The catalyst is CC#N.O. The product is [CH:1]([C:3]1[CH:4]=[C:5]([CH:10]=[CH:11][C:12]=1[O:13][CH2:16][CH2:17][N:18]1[CH2:23][CH2:22][O:21][CH2:20][CH2:19]1)[C:6]([O:8][CH3:9])=[O:7])=[O:2]. The yield is 0.900. (5) The catalyst is C(O)(C(F)(F)F)=O.C(Cl)Cl. The product is [N:1]1[C:10]2[C:5](=[CH:6][N:7]=[CH:8][CH:9]=2)[CH:4]=[CH:3][C:2]=1[NH2:11]. The yield is 0.990. The reactants are [N:1]1[C:10]2[C:5](=[CH:6][N:7]=[CH:8][CH:9]=2)[CH:4]=[CH:3][C:2]=1[NH:11]C(=O)OC(C)(C)C. (6) The reactants are [Br:1][C:2]1[C:7]([OH:8])=[CH:6][CH:5]=[CH:4][N:3]=1.Br[CH2:10][C:11]1[CH:16]=[CH:15][CH:14]=[CH:13][CH:12]=1. No catalyst specified. The product is [CH2:10]([O:8][C:7]1[C:2]([Br:1])=[N:3][CH:4]=[CH:5][CH:6]=1)[C:11]1[CH:16]=[CH:15][CH:14]=[CH:13][CH:12]=1. The yield is 0.990. (7) The reactants are [Si]([O:18][CH2:19][CH2:20][CH2:21][CH2:22][CH2:23][N:24]([CH:33]([CH3:35])[CH3:34])[C:25](=[O:32])[CH2:26][CH2:27][CH2:28][CH2:29][CH2:30][CH3:31])(C(C)(C)C)(C1C=CC=CC=1)C1C=CC=CC=1.C1(C)C=CC(S(O)(=O)=O)=CC=1. The catalyst is CO. The product is [OH:18][CH2:19][CH2:20][CH2:21][CH2:22][CH2:23][N:24]([CH:33]([CH3:34])[CH3:35])[C:25](=[O:32])[CH2:26][CH2:27][CH2:28][CH2:29][CH2:30][CH3:31]. The yield is 0.930. (8) The catalyst is C1(C)C=CC=CC=1.C(Cl)Cl.C1C=CC(/C=C/C(/C=C/C2C=CC=CC=2)=O)=CC=1.C1C=CC(/C=C/C(/C=C/C2C=CC=CC=2)=O)=CC=1.C1C=CC(/C=C/C(/C=C/C2C=CC=CC=2)=O)=CC=1.[Pd].[Pd]. The reactants are Br[C:2]1[CH:7]=[CH:6][CH:5]=[C:4]([Br:8])[CH:3]=1.[CH3:9][C@H:10]1[O:15][C@@H:14]([CH3:16])[CH2:13][NH:12][CH2:11]1.C1C=CC(P(C2C(C3C(P(C4C=CC=CC=4)C4C=CC=CC=4)=CC=C4C=3C=CC=C4)=C3C(C=CC=C3)=CC=2)C2C=CC=CC=2)=CC=1.CC([O-])(C)C.[Na+]. The yield is 0.658. The product is [Br:8][C:4]1[CH:3]=[C:2]([N:12]2[CH2:11][C@H:10]([CH3:9])[O:15][C@H:14]([CH3:16])[CH2:13]2)[CH:7]=[CH:6][CH:5]=1. (9) The reactants are C(OC([N:8]1[CH2:13][CH2:12][N:11](C(OC(C)(C)C)=O)[CH2:10][C@@H:9]1[C:21]1[CH:26]=[CH:25][C:24]([N:27]([CH3:29])[CH3:28])=[CH:23][CH:22]=1)=O)(C)(C)C.[ClH:30]. The catalyst is ClCCl.C(OCC)(=O)C. The product is [ClH:30].[ClH:30].[ClH:30].[CH3:29][N:27]([C:24]1[CH:23]=[CH:22][C:21]([C@H:9]2[CH2:10][NH:11][CH2:12][CH2:13][NH:8]2)=[CH:26][CH:25]=1)[CH3:28]. The yield is 0.960. (10) The reactants are C(OC([NH:8][C:9]1[S:10][C:11]([Cl:60])=[C:12]([C:14](=[N:53][O:54][CH:55]2[CH2:59][CH2:58][CH2:57][CH2:56]2)[C:15]([NH:17][CH:18]2[C:25](=[O:26])[N:24]3[CH:19]2[S:20][CH2:21][C:22](/[CH:43]=[CH:44]/OS(C(F)(F)F)(=O)=O)=[C:23]3[C:27]([O:29]C(C2C=CC=CC=2)C2C=CC=CC=2)=[O:28])=[O:16])[N:13]=1)=O)(C)(C)C.S(O)(O)(=O)=O.[NH2:66][C:67]1[N:72]=[C:71]([SH:73])[CH:70]=[C:69]([NH2:74])[N:68]=1. No catalyst specified. The product is [NH2:8][C:9]1[S:10][C:11]([Cl:60])=[C:12]([C:14](=[N:53][O:54][CH:55]2[CH2:59][CH2:58][CH2:57][CH2:56]2)[C:15]([NH:17][C@@H:18]2[C:25](=[O:26])[N:24]3[C@@H:19]2[S:20][CH2:21][C:22](/[CH:43]=[CH:44]/[S:73][C:71]2[CH:70]=[C:69]([NH2:74])[N:68]=[C:67]([NH2:66])[N:72]=2)=[C:23]3[C:27]([OH:29])=[O:28])=[O:16])[N:13]=1. The yield is 0.130.